Task: Regression. Given two drug SMILES strings and cell line genomic features, predict the synergy score measuring deviation from expected non-interaction effect.. Dataset: NCI-60 drug combinations with 297,098 pairs across 59 cell lines (1) Cell line: SF-268. Drug 1: C1CC(=O)NC(=O)C1N2CC3=C(C2=O)C=CC=C3N. Synergy scores: CSS=2.84, Synergy_ZIP=2.68, Synergy_Bliss=4.14, Synergy_Loewe=1.06, Synergy_HSA=0.00528. Drug 2: CC(C)NC(=O)C1=CC=C(C=C1)CNNC.Cl. (2) Drug 1: CC1=C(C=C(C=C1)NC2=NC=CC(=N2)N(C)C3=CC4=NN(C(=C4C=C3)C)C)S(=O)(=O)N.Cl. Drug 2: CNC(=O)C1=CC=CC=C1SC2=CC3=C(C=C2)C(=NN3)C=CC4=CC=CC=N4. Cell line: CAKI-1. Synergy scores: CSS=34.8, Synergy_ZIP=-1.56, Synergy_Bliss=5.41, Synergy_Loewe=7.09, Synergy_HSA=7.07. (3) Cell line: ACHN. Drug 2: CC1CCC2CC(C(=CC=CC=CC(CC(C(=O)C(C(C(=CC(C(=O)CC(OC(=O)C3CCCCN3C(=O)C(=O)C1(O2)O)C(C)CC4CCC(C(C4)OC)O)C)C)O)OC)C)C)C)OC. Synergy scores: CSS=6.15, Synergy_ZIP=-2.77, Synergy_Bliss=-3.10, Synergy_Loewe=-17.9, Synergy_HSA=-4.04. Drug 1: COC1=NC(=NC2=C1N=CN2C3C(C(C(O3)CO)O)O)N. (4) Drug 1: CN(CC1=CN=C2C(=N1)C(=NC(=N2)N)N)C3=CC=C(C=C3)C(=O)NC(CCC(=O)O)C(=O)O. Drug 2: C1C(C(OC1N2C=NC3=C(N=C(N=C32)Cl)N)CO)O. Cell line: K-562. Synergy scores: CSS=48.2, Synergy_ZIP=-3.13, Synergy_Bliss=-6.70, Synergy_Loewe=-15.9, Synergy_HSA=-5.90. (5) Drug 1: CC=C1C(=O)NC(C(=O)OC2CC(=O)NC(C(=O)NC(CSSCCC=C2)C(=O)N1)C(C)C)C(C)C. Drug 2: CCN(CC)CCNC(=O)C1=C(NC(=C1C)C=C2C3=C(C=CC(=C3)F)NC2=O)C. Cell line: NCI-H460. Synergy scores: CSS=59.7, Synergy_ZIP=0.639, Synergy_Bliss=1.07, Synergy_Loewe=-45.1, Synergy_HSA=1.11. (6) Drug 1: COC1=C(C=C2C(=C1)N=CN=C2NC3=CC(=C(C=C3)F)Cl)OCCCN4CCOCC4. Drug 2: C1=CC(=CC=C1CC(C(=O)O)N)N(CCCl)CCCl.Cl. Cell line: NCI/ADR-RES. Synergy scores: CSS=28.4, Synergy_ZIP=-6.49, Synergy_Bliss=3.27, Synergy_Loewe=0.493, Synergy_HSA=4.10.